This data is from Catalyst prediction with 721,799 reactions and 888 catalyst types from USPTO. The task is: Predict which catalyst facilitates the given reaction. (1) Reactant: [CH3:1][C:2]1[CH:10]=[CH:9][CH:8]=[C:7]2[C:3]=1[CH2:4][C:5](=[O:11])[NH:6]2.[I:12]N1C(=O)CCC1=O. Product: [I:12][C:10]1[C:2]([CH3:1])=[C:3]2[C:7](=[CH:8][CH:9]=1)[NH:6][C:5](=[O:11])[CH2:4]2. The catalyst class is: 86. (2) Reactant: [Br:1]N1C(=O)CCC1=O.[Cl:9][C:10]1[C:11]2[N:12]([C:24]([CH3:27])=[N:25][CH:26]=2)[C:13]([C:16]([NH:18][CH2:19][CH2:20][CH2:21][O:22][CH3:23])=[O:17])=[CH:14][N:15]=1. Product: [Br:1][C:26]1[N:25]=[C:24]([CH3:27])[N:12]2[C:13]([C:16]([NH:18][CH2:19][CH2:20][CH2:21][O:22][CH3:23])=[O:17])=[CH:14][N:15]=[C:10]([Cl:9])[C:11]=12. The catalyst class is: 3. (3) Reactant: [C:1]([NH:5][C:6]1[CH:45]=[CH:44][C:9]([CH2:10][NH:11][C:12]([CH:14]2[CH2:19][CH:18]([NH:20][C:21]3[N:26]=[C:25]([C:27]4[C:35]5[C:30](=[CH:31][CH:32]=[CH:33][CH:34]=5)[NH:29][CH:28]=4)[C:24]([Cl:36])=[CH:23][N:22]=3)[CH2:17][N:16](C(OC(C)(C)C)=O)[CH2:15]2)=[O:13])=[CH:8][CH:7]=1)(=[O:4])[CH:2]=[CH2:3]. Product: [C:1]([NH:5][C:6]1[CH:7]=[CH:8][C:9]([CH2:10][NH:11][C:12]([CH:14]2[CH2:19][CH:18]([NH:20][C:21]3[N:26]=[C:25]([C:27]4[C:35]5[C:30](=[CH:31][CH:32]=[CH:33][CH:34]=5)[NH:29][CH:28]=4)[C:24]([Cl:36])=[CH:23][N:22]=3)[CH2:17][NH:16][CH2:15]2)=[O:13])=[CH:44][CH:45]=1)(=[O:4])[CH:2]=[CH2:3]. The catalyst class is: 137. (4) Product: [N+:5]([C:8]1[CH:9]=[C:10]([C:14]2[NH:15][C:23](=[O:24])[C:22]([CH:21]([NH:20][C:17](=[O:19])[CH3:18])[CH3:29])=[N:2][N:16]=2)[CH:11]=[CH:12][CH:13]=1)([O-:7])=[O:6]. The catalyst class is: 8. Reactant: O.[NH2:2]N.Cl.[N+:5]([C:8]1[CH:9]=[C:10]([C:14](=[NH:16])[NH2:15])[CH:11]=[CH:12][CH:13]=1)([O-:7])=[O:6].[C:17]([NH:20][CH:21]([CH3:29])[C:22](=O)[C:23](OCC)=[O:24])(=[O:19])[CH3:18].